Dataset: Full USPTO retrosynthesis dataset with 1.9M reactions from patents (1976-2016). Task: Predict the reactants needed to synthesize the given product. (1) Given the product [Br:12][CH2:13][C:14]([N:3]([CH2:1][CH3:2])[C:4]1[CH:9]=[CH:8][C:7]([CH2:10][CH3:11])=[CH:6][CH:5]=1)=[O:16], predict the reactants needed to synthesize it. The reactants are: [CH2:1]([NH:3][C:4]1[CH:9]=[CH:8][C:7]([CH2:10][CH3:11])=[CH:6][CH:5]=1)[CH3:2].[Br:12][CH2:13][C:14]([OH:16])=O.CCN=C=NCCCN(C)C.Cl. (2) The reactants are: [C:1]([O:5][P:6]([O:13][CH2:14][C@@H:15]([NH:24]C(=O)OCC1C2C=CC=CC=2C2C1=CC=CC=2)[C:16]1[CH:21]=[C:20]([I:22])[CH:19]=[C:18]([F:23])[CH:17]=1)([O:8][C:9]([CH3:12])([CH3:11])[CH3:10])=[O:7])([CH3:4])([CH3:3])[CH3:2].CN(C=O)C.N1CCCCC1.C(N1CCCCC1)(OCC1C2C(=CC=CC=2)C2C1=CC=CC=2)=O. Given the product [P:6]([O:8][C:9]([CH3:12])([CH3:11])[CH3:10])([O:5][C:1]([CH3:2])([CH3:4])[CH3:3])([O:13][CH2:14][C@@H:15]([NH2:24])[C:16]1[CH:21]=[C:20]([I:22])[CH:19]=[C:18]([F:23])[CH:17]=1)=[O:7], predict the reactants needed to synthesize it.